Task: Predict the reactants needed to synthesize the given product.. Dataset: Full USPTO retrosynthesis dataset with 1.9M reactions from patents (1976-2016) (1) Given the product [C:32]([C:31]1[N:36]=[C:26]([CH:12]2[CH2:13][CH:14]([C:16]3[CH:17]=[CH:18][C:19]([C:22]([F:24])([F:23])[F:25])=[CH:20][CH:21]=3)[CH2:15][N:10]([C:8]([N:5]3[CH2:6][CH2:7][CH:2]([OH:1])[CH2:3][CH2:4]3)=[O:9])[CH2:11]2)[O:28][N:30]=1)([CH3:35])([CH3:34])[CH3:33], predict the reactants needed to synthesize it. The reactants are: [OH:1][CH:2]1[CH2:7][CH2:6][N:5]([C:8]([N:10]2[CH2:15][CH:14]([C:16]3[CH:21]=[CH:20][C:19]([C:22]([F:25])([F:24])[F:23])=[CH:18][CH:17]=3)[CH2:13][CH:12]([C:26]([OH:28])=O)[CH2:11]2)=[O:9])[CH2:4][CH2:3]1.O[N:30]=[C:31]([NH2:36])[C:32]([CH3:35])([CH3:34])[CH3:33]. (2) Given the product [Cl:9][C:10]1[CH:17]=[CH:16][CH:15]=[C:14]([Cl:18])[C:11]=1[CH:12]([OH:13])[C:3]([F:6])([F:5])[F:4], predict the reactants needed to synthesize it. The reactants are: C[Si](C)(C)[C:3]([F:6])([F:5])[F:4].[Cl:9][C:10]1[CH:17]=[CH:16][CH:15]=[C:14]([Cl:18])[C:11]=1[CH:12]=[O:13].Cl. (3) The reactants are: [CH3:1][O:2][C:3]1[CH:33]=[CH:32][C:6]([CH2:7][NH:8][C:9]2[C:18](/[CH:19]=[CH:20]/[C:21]([NH:23][CH2:24][CH:25]3[CH2:30][CH2:29][CH2:28][CH2:27][CH2:26]3)=[O:22])=[CH:17][C:16]3[C:11](=[CH:12][CH:13]=[C:14]([Br:31])[CH:15]=3)[N:10]=2)=[CH:5][CH:4]=1. Given the product [CH3:1][O:2][C:3]1[CH:4]=[CH:5][C:6]([CH2:7][NH:8][C:9]2[C:18]([CH2:19][CH2:20][C:21]([NH:23][CH2:24][CH:25]3[CH2:30][CH2:29][CH2:28][CH2:27][CH2:26]3)=[O:22])=[CH:17][C:16]3[C:11](=[CH:12][CH:13]=[C:14]([Br:31])[CH:15]=3)[N:10]=2)=[CH:32][CH:33]=1, predict the reactants needed to synthesize it. (4) Given the product [C:1]([C:5]1[CH:10]=[CH:9][C:8]([N:11]2[CH2:19][C:18]3[C:13](=[C:14]([O:20][CH2:23][C:24]4[CH:29]=[CH:28][N:27]=[CH:26][CH:25]=4)[CH:15]=[CH:16][CH:17]=3)[C:12]2=[O:21])=[CH:7][CH:6]=1)([CH3:4])([CH3:2])[CH3:3], predict the reactants needed to synthesize it. The reactants are: [C:1]([C:5]1[CH:10]=[CH:9][C:8]([N:11]2[CH2:19][C:18]3[C:13](=[C:14]([OH:20])[CH:15]=[CH:16][CH:17]=3)[C:12]2=[O:21])=[CH:7][CH:6]=1)([CH3:4])([CH3:3])[CH3:2].O[CH2:23][C:24]1[CH:29]=[CH:28][N:27]=[CH:26][CH:25]=1.C1C=CC(P(C2C=CC=CC=2)C2C=CC=CC=2)=CC=1.CC(OC(/N=N/C(OC(C)C)=O)=O)C. (5) Given the product [F:1][C:2]([F:23])([F:22])[C:3]1[CH:4]=[C:5]([C:13]2[CH:14]=[C:15]([C:16]([F:19])([F:18])[F:17])[N:26]3[N:27]=[CH:28][C:29]([C:30]4[CH:35]=[CH:34][N:33]=[C:32]([CH3:36])[CH:31]=4)=[C:25]3[N:24]=2)[CH:6]=[CH:7][C:8]=1[C:9]([F:12])([F:11])[F:10], predict the reactants needed to synthesize it. The reactants are: [F:1][C:2]([F:23])([F:22])[C:3]1[CH:4]=[C:5]([C:13](=O)[CH2:14][C:15](=O)[C:16]([F:19])([F:18])[F:17])[CH:6]=[CH:7][C:8]=1[C:9]([F:12])([F:11])[F:10].[NH2:24][C:25]1[C:29]([C:30]2[CH:35]=[CH:34][N:33]=[C:32]([CH3:36])[CH:31]=2)=[CH:28][NH:27][N:26]=1. (6) Given the product [C:1]([C:3]1([C:16]2[C:24]3[O:23][C:22]([CH3:26])([CH3:25])[O:21][C:20]=3[C:19]([O:27][CH3:28])=[CH:18][CH:17]=2)[CH2:4][CH2:5][C:6](=[O:7])[CH:11]([C:12]([O:14][CH3:15])=[O:13])[CH2:10]1)#[N:2], predict the reactants needed to synthesize it. The reactants are: [C:1]([C:3]([C:16]1[C:24]2[O:23][C:22]([CH3:26])([CH3:25])[O:21][C:20]=2[C:19]([O:27][CH3:28])=[CH:18][CH:17]=1)([CH2:10][CH2:11][C:12]([O:14][CH3:15])=[O:13])[CH2:4][CH2:5][C:6](OC)=[O:7])#[N:2].[H-].[Na+].Cl.